Dataset: Full USPTO retrosynthesis dataset with 1.9M reactions from patents (1976-2016). Task: Predict the reactants needed to synthesize the given product. (1) Given the product [F:3][C:4]1[CH:5]=[CH:6][C:7]([O:28][CH2:29][C:30]2[CH:35]=[CH:34][C:33]([CH2:36][CH2:37][C:38]3[CH:39]=[CH:40][C:41]([F:44])=[CH:42][CH:43]=3)=[CH:32][CH:31]=2)=[C:8]([CH2:10][CH2:11][NH:12][CH:13]2[CH2:22][CH2:21][CH2:20][C:19]3[N:18]=[C:17]([C:23]([O:25][CH2:26][CH3:27])=[O:24])[CH:16]=[CH:15][C:14]2=3)[CH:9]=1, predict the reactants needed to synthesize it. The reactants are: Cl.Cl.[F:3][C:4]1[CH:5]=[CH:6][C:7]([O:28][CH2:29][C:30]2[CH:35]=[CH:34][C:33]([CH2:36][CH2:37][C:38]3[CH:43]=[CH:42][C:41]([F:44])=[CH:40][CH:39]=3)=[CH:32][CH:31]=2)=[C:8]([CH2:10][CH2:11][NH:12][CH:13]2[CH2:22][CH2:21][CH2:20][C:19]3[N:18]=[C:17]([C:23]([O:25][CH2:26][CH3:27])=[O:24])[CH:16]=[CH:15][C:14]2=3)[CH:9]=1.C(N(CC)CC)C.C(OCC)(=O)C.O. (2) Given the product [CH3:4][C:5]1[CH:6]=[C:7]([CH:10]=[CH:11][C:12]=1[N+:13]([O-:15])=[O:14])[CH2:8][NH:2][NH2:3], predict the reactants needed to synthesize it. The reactants are: O.[NH2:2][NH2:3].[CH3:4][C:5]1[CH:6]=[C:7]([CH:10]=[CH:11][C:12]=1[N+:13]([O-:15])=[O:14])[CH2:8]Cl. (3) Given the product [Br:1][C:2]1[CH:11]=[C:10]2[C:5]([C:6]([Cl:15])=[N:7][CH:8]=[N:9]2)=[CH:4][CH:3]=1, predict the reactants needed to synthesize it. The reactants are: [Br:1][C:2]1[CH:11]=[C:10]2[C:5]([C:6](=O)[NH:7][CH:8]=[N:9]2)=[CH:4][CH:3]=1.O=P(Cl)(Cl)[Cl:15]. (4) Given the product [C:33]([C:24]1[C:25]([S:27](=[O:28])(=[O:29])[N:30]([CH3:31])[CH3:32])=[CH:26][C:21]([C:10]2[N:9]([C:41]([Cl:43])=[O:42])[C:8]([C:5]3[CH:6]=[CH:7][C:2]([Cl:1])=[CH:3][CH:4]=3)([CH3:40])[C:12]([C:14]3[CH:15]=[CH:16][C:17]([Cl:20])=[CH:18][CH:19]=3)([CH3:13])[N:11]=2)=[C:22]([O:37][CH2:38][CH3:39])[CH:23]=1)([CH3:34])([CH3:36])[CH3:35], predict the reactants needed to synthesize it. The reactants are: [Cl:1][C:2]1[CH:7]=[CH:6][C:5]([C@@:8]2([CH3:40])[C@:12]([C:14]3[CH:19]=[CH:18][C:17]([Cl:20])=[CH:16][CH:15]=3)([CH3:13])[NH:11][C:10]([C:21]3[C:22]([O:37][CH2:38][CH3:39])=[CH:23][C:24]([C:33]([CH3:36])([CH3:35])[CH3:34])=[C:25]([S:27]([N:30]([CH3:32])[CH3:31])(=[O:29])=[O:28])[CH:26]=3)=[N:9]2)=[CH:4][CH:3]=1.[C:41](Cl)([Cl:43])=[O:42]. (5) Given the product [CH2:12]([O:8][C:5]1[CH:6]=[CH:7][C:2]([Br:1])=[CH:3][C:4]=1[N+:9]([O-:11])=[O:10])[C:13]1[CH:18]=[CH:17][CH:16]=[CH:15][CH:14]=1, predict the reactants needed to synthesize it. The reactants are: [Br:1][C:2]1[CH:7]=[CH:6][C:5]([OH:8])=[C:4]([N+:9]([O-:11])=[O:10])[CH:3]=1.[CH2:12](Br)[C:13]1[CH:18]=[CH:17][CH:16]=[CH:15][CH:14]=1.C(OC1C=CC(Br)=CC=1[N+]([O-])=O)C=C. (6) Given the product [CH:24]1([C:13]2[C:14]3[CH:15]=[CH:16][C:17]([C:20]([O:22][CH3:23])=[O:21])=[CH:18][C:19]=3[N:11]3[CH2:10][CH2:9][CH2:8][C:3]4[CH:4]=[CH:5][CH:6]=[CH:7][C:2]=4[C:12]=23)[CH2:25][CH2:26][CH2:27][CH2:28][CH2:29]1, predict the reactants needed to synthesize it. The reactants are: Br[C:2]1[CH:7]=[CH:6][CH:5]=[CH:4][C:3]=1[CH2:8][CH2:9][CH2:10][N:11]1[C:19]2[C:14](=[CH:15][CH:16]=[C:17]([C:20]([O:22][CH3:23])=[O:21])[CH:18]=2)[C:13]([CH:24]2[CH2:29][CH2:28][CH2:27][CH2:26][CH2:25]2)=[CH:12]1.C([O-])(=O)C.[K+].O. (7) Given the product [N:6]1([CH2:5][CH2:4][CH2:3][CH2:2][N:31]2[CH2:32][CH2:33][CH:39]([C:18]3[CH:19]=[CH:20][CH:21]=[C:16]([Cl:15])[CH:17]=3)[CH2:36][CH2:34]2)[C:10]2[CH:11]=[CH:12][CH:13]=[CH:14][C:9]=2[N:8]=[CH:7]1, predict the reactants needed to synthesize it. The reactants are: Cl[CH2:2][CH2:3][CH2:4][CH2:5][N:6]1[C:10]2[CH:11]=[CH:12][CH:13]=[CH:14][C:9]=2[N:8]=[CH:7]1.[Cl:15][C:16]1[CH:17]=[C:18](N2CCCCC2)[CH:19]=[CH:20][CH:21]=1.C([N:31]([CH:34]([CH3:36])C)[CH2:32][CH3:33])(C)C.[I-].[K+].[C:39](#N)C. (8) Given the product [CH2:9]([O:8][C:6]([C:20]1[CH:25]=[CH:24][C:23]([N:26]([CH3:30])[C:27](=[O:29])[CH3:28])=[CH:22][C:21]=1[CH3:31])=[CH2:7])[CH3:10], predict the reactants needed to synthesize it. The reactants are: C([Sn](CCCC)(CCCC)[C:6]([O:8][CH2:9][CH3:10])=[CH2:7])CCC.Br[C:20]1[CH:25]=[CH:24][C:23]([N:26]([CH3:30])[C:27](=[O:29])[CH3:28])=[CH:22][C:21]=1[CH3:31].